This data is from Forward reaction prediction with 1.9M reactions from USPTO patents (1976-2016). The task is: Predict the product of the given reaction. Given the reactants [F:1][C:2]([F:13])([F:12])[C:3]1[N:8]=[CH:7][C:6]([CH:9](O)[CH3:10])=[CH:5][CH:4]=1.O=S(Cl)[Cl:16], predict the reaction product. The product is: [Cl:16][CH:9]([C:6]1[CH:5]=[CH:4][C:3]([C:2]([F:13])([F:12])[F:1])=[N:8][CH:7]=1)[CH3:10].